The task is: Predict the product of the given reaction.. This data is from Forward reaction prediction with 1.9M reactions from USPTO patents (1976-2016). (1) Given the reactants [Cl:1][C:2]1[CH:3]=[C:4]([CH:23]=[CH:24][C:25]=1[Cl:26])[CH2:5][N:6]1[C:18](=[O:19])[C:17]2[C:8](=[C:9]([OH:21])[C:10]3[N:11]=[CH:12][CH:13]=[N:14][C:15]=3[C:16]=2[OH:20])[C:7]1=[O:22].[C:27](O)(=[O:39])[CH2:28][CH2:29][CH2:30][CH2:31][CH2:32][CH2:33][CH2:34][CH2:35][CH2:36][CH2:37][CH3:38].CN(C(ON1N=NC2C=CC=CC1=2)=[N+](C)C)C.[B-](F)(F)(F)F.C(N(CC)CC)C, predict the reaction product. The product is: [Cl:1][C:2]1[CH:3]=[C:4]([CH:23]=[CH:24][C:25]=1[Cl:26])[CH2:5][N:6]1[C:7](=[O:22])[C:8]2[C:17](=[C:16]([OH:20])[C:15]3[N:14]=[CH:13][CH:12]=[N:11][C:10]=3[C:9]=2[O:21][C:27](=[O:39])[CH2:28][CH2:29][CH2:30][CH2:31][CH2:32][CH2:33][CH2:34][CH2:35][CH2:36][CH2:37][CH3:38])[C:18]1=[O:19]. (2) Given the reactants [NH2:1][C:2]([CH:14]1[CH2:16][CH:15]1[OH:17])([C:6]1[CH:11]=[CH:10][CH:9]=[C:8]([F:12])[C:7]=1[CH3:13])[CH:3]([F:5])[F:4].[C:18]([N:26]=[C:27]=S)(=[O:25])[C:19]1[CH:24]=[CH:23][CH:22]=[CH:21][CH:20]=1.C(N(C(C)C)CC)(C)C.Cl.CN(C)CCCN=C=NCC, predict the reaction product. The product is: [F:5][CH:3]([F:4])[C:2]1([C:6]2[CH:11]=[CH:10][CH:9]=[C:8]([F:12])[C:7]=2[CH3:13])[CH:14]2[CH:15]([CH2:16]2)[O:17][C:27]([NH:26][C:18](=[O:25])[C:19]2[CH:24]=[CH:23][CH:22]=[CH:21][CH:20]=2)=[N:1]1. (3) Given the reactants [Cl:1][C:2]1[CH:7]=[CH:6][C:5]([N:8]2[C:12]([C:13]3[CH:18]=[CH:17][CH:16]=[C:15]([CH2:19][O:20][C@H:21]([CH3:26])[C:22]([F:25])([F:24])[F:23])[CH:14]=3)=[CH:11][C:10]([NH2:27])=[N:9]2)=[CH:4][CH:3]=1.[O:28]=[C:29]1[NH:33][CH2:32][C@@H:31]([C:34](O)=[O:35])[CH2:30]1.CCN=C=NCCCN(C)C.Cl.O, predict the reaction product. The product is: [Cl:1][C:2]1[CH:7]=[CH:6][C:5]([N:8]2[C:12]([C:13]3[CH:18]=[CH:17][CH:16]=[C:15]([CH2:19][O:20][C@H:21]([CH3:26])[C:22]([F:24])([F:23])[F:25])[CH:14]=3)=[CH:11][C:10]([NH:27][C:34]([C@H:31]3[CH2:30][C:29](=[O:28])[NH:33][CH2:32]3)=[O:35])=[N:9]2)=[CH:4][CH:3]=1. (4) Given the reactants C1(OC=O)C=CC=CC=1.[CH:10](=O)[C:11]1[CH:16]=[CH:15][CH:14]=[CH:13][CH:12]=1.[CH:18]1[CH:23]=[C:22](Cl)[CH:21]=[C:20]([C:25](OO)=O)[CH:19]=1.[Br-], predict the reaction product. The product is: [C:11]1([CH:10]=[CH:25][C:20]2[CH:21]=[CH:22][CH:23]=[CH:18][CH:19]=2)[CH:16]=[CH:15][CH:14]=[CH:13][CH:12]=1. (5) The product is: [F:16][C:17]1[C:18]([I:34])=[CH:19][C:20]([O:27][CH2:28][O:29][CH2:30][CH2:31][O:32][CH3:33])=[C:21]([C:23]([F:26])([F:25])[F:24])[N:22]=1. Given the reactants CC1(C)CCCC(C)(C)N1.C([Li])CCC.[F:16][C:17]1[N:22]=[C:21]([C:23]([F:26])([F:25])[F:24])[C:20]([O:27][CH2:28][O:29][CH2:30][CH2:31][O:32][CH3:33])=[CH:19][CH:18]=1.[I:34]I, predict the reaction product. (6) Given the reactants [OH:1][C:2]1[CH:7]=[CH:6][C:5]([C:8]2[N:9]=[CH:10][N:11]([CH2:13][CH2:14][C:15]([NH:18][C:19](=[O:25])[O:20][C:21]([CH3:24])([CH3:23])[CH3:22])([CH3:17])[CH3:16])[CH:12]=2)=[CH:4][CH:3]=1.Br[C:27]([CH3:34])([CH3:33])[C:28]([O:30][CH2:31][CH3:32])=[O:29].C(=O)([O-])[O-].[K+].[K+].[I-].[Na+], predict the reaction product. The product is: [C:21]([O:20][C:19]([NH:18][C:15]([CH3:17])([CH3:16])[CH2:14][CH2:13][N:11]1[CH:12]=[C:8]([C:5]2[CH:6]=[CH:7][C:2]([O:1][C:27]([CH3:34])([CH3:33])[C:28]([O:30][CH2:31][CH3:32])=[O:29])=[CH:3][CH:4]=2)[N:9]=[CH:10]1)=[O:25])([CH3:24])([CH3:23])[CH3:22].